This data is from Forward reaction prediction with 1.9M reactions from USPTO patents (1976-2016). The task is: Predict the product of the given reaction. (1) Given the reactants [CH3:1][C:2]([CH3:27])([CH3:26])[CH2:3][CH2:4][N:5]1[CH2:10][CH2:9][N:8]([C:11](=[O:25])[CH2:12][CH2:13][CH2:14][C:15]2[CH:23]=[CH:22][C:18]([C:19]([OH:21])=O)=[CH:17][C:16]=2[CH3:24])[CH2:7][CH2:6]1.[CH:28]1[C:33]2[NH:34][CH2:35][CH2:36][CH2:37][O:38][C:32]=2[CH:31]=[CH:30][CH:29]=1.CCN(C(C)C)C(C)C, predict the reaction product. The product is: [CH:28]1[C:33]2[N:34]([C:19]([C:18]3[CH:22]=[CH:23][C:15]([CH2:14][CH2:13][CH2:12][C:11]([N:8]4[CH2:7][CH2:6][N:5]([CH2:4][CH2:3][C:2]([CH3:1])([CH3:26])[CH3:27])[CH2:10][CH2:9]4)=[O:25])=[C:16]([CH3:24])[CH:17]=3)=[O:21])[CH2:35][CH2:36][CH2:37][O:38][C:32]=2[CH:31]=[CH:30][CH:29]=1. (2) Given the reactants Br[CH2:2][C:3]1[NH:8][C:7]([C:9]2[S:10][CH:11]=[CH:12][N:13]=2)=[N:6][CH:5]([C:14]2[CH:19]=[CH:18][C:17]([F:20])=[CH:16][C:15]=2[Cl:21])[C:4]=1[C:22]([O:24][CH2:25][CH3:26])=[O:23].Cl.[NH:28]1[CH2:33][CH2:32][O:31][CH2:30][CH:29]1[CH2:34][C:35]([OH:37])=[O:36], predict the reaction product. The product is: [Cl:21][C:15]1[CH:16]=[C:17]([F:20])[CH:18]=[CH:19][C:14]=1[CH:5]1[N:6]=[C:7]([C:9]2[S:10][CH:11]=[CH:12][N:13]=2)[NH:8][C:3]([CH2:2][N:28]2[CH2:33][CH2:32][O:31][CH2:30][CH:29]2[CH2:34][C:35]([OH:37])=[O:36])=[C:4]1[C:22]([O:24][CH2:25][CH3:26])=[O:23]. (3) Given the reactants Br[CH2:2][C:3]([C:5]1[CH:10]=[CH:9][CH:8]=[CH:7][C:6]=1[N+:11]([O-:13])=[O:12])=O.[NH2:14][C:15]([NH2:17])=[S:16], predict the reaction product. The product is: [N+:11]([C:6]1[CH:7]=[CH:8][CH:9]=[CH:10][C:5]=1[C:3]1[N:14]=[C:15]([NH2:17])[S:16][CH:2]=1)([O-:13])=[O:12]. (4) Given the reactants [C:1]([C:4]1[C:5]([CH3:15])=[CH:6][C:7]([CH3:14])=[C:8]([CH:13]=1)[C:9]([O:11][CH3:12])=[O:10])(=[S:3])[NH2:2].[CH3:16]I, predict the reaction product. The product is: [NH:2]=[C:1]([S:3][CH3:16])[C:4]1[C:5]([CH3:15])=[CH:6][C:7]([CH3:14])=[C:8]([CH:13]=1)[C:9]([O:11][CH3:12])=[O:10]. (5) Given the reactants [CH3:1][S:2][CH2:3][CH2:4][CH2:5][OH:6].[S:7](Cl)([C:10]1[CH:16]=[CH:15][C:13]([CH3:14])=[CH:12][CH:11]=1)(=[O:9])=[O:8], predict the reaction product. The product is: [CH3:14][C:13]1[CH:15]=[CH:16][C:10]([S:7]([O:6][CH2:5][CH2:4][CH2:3][S:2][CH3:1])(=[O:9])=[O:8])=[CH:11][CH:12]=1.